Dataset: Ames mutagenicity test results for genotoxicity prediction. Task: Regression/Classification. Given a drug SMILES string, predict its toxicity properties. Task type varies by dataset: regression for continuous values (e.g., LD50, hERG inhibition percentage) or binary classification for toxic/non-toxic outcomes (e.g., AMES mutagenicity, cardiotoxicity, hepatotoxicity). Dataset: ames. (1) The drug is Nc1c2ncn(Cc3ccccc3)c2nc[n+]1[O-]. The result is 1 (mutagenic). (2) The result is 1 (mutagenic). The molecule is COc1ccc(Nc2c3ccccc3nc3ccccc23)cc1. (3) The drug is CN(C)CCNC(=O)c1cccc2c(=O)c3ccccc3sc12. The result is 1 (mutagenic). (4) The molecule is O=c1[nH]c(=O)n(C2CC(O)C(CO)O2)cc1CO. The result is 1 (mutagenic). (5) The compound is CCC/C=C/C(=O)OC1C(C)(C)CC2C1(O)C=C(C=O)C13CC21C(=O)OC3O. The result is 1 (mutagenic). (6) The compound is C[C@@H]1CCCCN1N=O. The result is 1 (mutagenic).